The task is: Predict the product of the given reaction.. This data is from Forward reaction prediction with 1.9M reactions from USPTO patents (1976-2016). (1) Given the reactants [CH3:1][C:2]1[CH:10]=[C:9]2[C:5]([CH:6]=[CH:7][NH:8]2)=[C:4]([N+:11]([O-])=O)[CH:3]=1.[CH3:14]I, predict the reaction product. The product is: [CH3:14][N:8]1[C:9]2[CH:10]=[C:2]([CH3:1])[CH:3]=[C:4]([NH2:11])[C:5]=2[CH:6]=[CH:7]1. (2) Given the reactants Cl.[CH2:2]([NH:12][C:13]([NH:15][C:16](=[NH:26])[N:17]1[CH2:25][C:24]2[C:19](=[CH:20][CH:21]=[CH:22][CH:23]=2)[CH2:18]1)=[NH:14])[CH2:3][CH2:4][CH2:5][CH2:6][CH2:7][CH2:8][CH2:9][CH2:10][CH3:11].C(O)C.S(=O)(=O)(O)O.[CH3:35][C:36]([CH3:38])=O, predict the reaction product. The product is: [CH2:2]([NH:12][C:13]1[NH:14][C:36]([CH3:38])([CH3:35])[N:26]=[C:16]([N:17]2[CH2:18][C:19]3[C:24](=[CH:23][CH:22]=[CH:21][CH:20]=3)[CH2:25]2)[N:15]=1)[CH2:3][CH2:4][CH2:5][CH2:6][CH2:7][CH2:8][CH2:9][CH2:10][CH3:11]. (3) Given the reactants [F:1][C:2]1[CH:7]=[CH:6][C:5]([B:8]2[O:12][C:11]([CH3:14])([CH3:13])[C:10]([CH3:16])([CH3:15])[O:9]2)=[CH:4][C:3]=1[NH:17][C:18](=O)[O:19]C(C)=C.[CH:24]1([NH2:31])[CH2:30][CH2:29][CH2:28][CH2:27][CH2:26][CH2:25]1.CN1CCCC1, predict the reaction product. The product is: [CH:24]1([NH:31][C:18]([NH:17][C:3]2[CH:4]=[C:5]([B:8]3[O:9][C:10]([CH3:15])([CH3:16])[C:11]([CH3:14])([CH3:13])[O:12]3)[CH:6]=[CH:7][C:2]=2[F:1])=[O:19])[CH2:30][CH2:29][CH2:28][CH2:27][CH2:26][CH2:25]1. (4) Given the reactants [NH2:1][C@@H:2]1[CH2:7][CH2:6][C@H:5]([N:8]2[C:13](=[O:14])[C:12]3[CH:15]=[C:16]([F:19])[CH:17]=[N:18][C:11]=3[N:10]([C:20]3[CH:21]=[C:22]([C:26]4[CH:31]=[CH:30][C:29]([CH2:32][N:33]5[CH2:39][CH2:38][CH2:37][N:36]([CH3:40])[CH2:35][CH2:34]5)=[CH:28][CH:27]=4)[CH:23]=[CH:24][CH:25]=3)[C:9]2=[O:41])[CH2:4][CH2:3]1.[C:42]([O:46][C:47]([NH:49][C@@H:50]([CH:54]([CH3:56])[CH3:55])[C:51](O)=[O:52])=[O:48])([CH3:45])([CH3:44])[CH3:43], predict the reaction product. The product is: [F:19][C:16]1[CH:17]=[N:18][C:11]2[N:10]([C:20]3[CH:21]=[C:22]([C:26]4[CH:27]=[CH:28][C:29]([CH2:32][N:33]5[CH2:39][CH2:38][CH2:37][N:36]([CH3:40])[CH2:35][CH2:34]5)=[CH:30][CH:31]=4)[CH:23]=[CH:24][CH:25]=3)[C:9](=[O:41])[N:8]([C@@H:5]3[CH2:6][CH2:7][C@H:2]([NH:1][C:51]([C@@H:50]([NH:49][C:47](=[O:48])[O:46][C:42]([CH3:43])([CH3:45])[CH3:44])[CH:54]([CH3:56])[CH3:55])=[O:52])[CH2:3][CH2:4]3)[C:13](=[O:14])[C:12]=2[CH:15]=1. (5) Given the reactants [OH:1][C:2]1([CH2:15][N:16]2[CH:20]=[C:19](B3OC(C)(C)C(C)(C)O3)[CH:18]=[N:17]2)[CH2:7][CH2:6][N:5]([C:8]([O:10][C:11]([CH3:14])([CH3:13])[CH3:12])=[O:9])[CH2:4][CH2:3]1.[Cl:30][C:31]1[C:36]([F:37])=[CH:35][CH:34]=[C:33]([Cl:38])[C:32]=1[CH:39]([O:41][C:42]1[C:43]([NH2:49])=[N:44][CH:45]=[C:46](I)[CH:47]=1)[CH3:40].C([O-])([O-])=O.[Na+].[Na+], predict the reaction product. The product is: [NH2:49][C:43]1[N:44]=[CH:45][C:46]([C:19]2[CH:18]=[N:17][N:16]([CH2:15][C:2]3([OH:1])[CH2:7][CH2:6][N:5]([C:8]([O:10][C:11]([CH3:13])([CH3:14])[CH3:12])=[O:9])[CH2:4][CH2:3]3)[CH:20]=2)=[CH:47][C:42]=1[O:41][CH:39]([C:32]1[C:33]([Cl:38])=[CH:34][CH:35]=[C:36]([F:37])[C:31]=1[Cl:30])[CH3:40].